The task is: Predict the product of the given reaction.. This data is from Forward reaction prediction with 1.9M reactions from USPTO patents (1976-2016). (1) Given the reactants [CH2:1]([N:3]([C@H:28]1[CH2:33][CH2:32][C@@H:31]([OH:34])[CH2:30][CH2:29]1)[C:4]1[C:19]2[CH2:18][CH:17]=[CH:16][CH2:15][CH2:14][C:13]3[CH:20]=[C:21]([CH3:26])[N:22]=[C:23]([O:24]C)[C:12]=3[CH2:11][NH:10][C:9](=[O:27])[C:8]=2[CH:7]=[CH:6][CH:5]=1)[CH3:2].Cl, predict the reaction product. The product is: [CH2:1]([N:3]([C@H:28]1[CH2:33][CH2:32][C@@H:31]([OH:34])[CH2:30][CH2:29]1)[C:4]1[C:19]2[CH2:18][CH:17]=[CH:16][CH2:15][CH2:14][C:13]3[CH:20]=[C:21]([CH3:26])[NH:22][C:23](=[O:24])[C:12]=3[CH2:11][NH:10][C:9](=[O:27])[C:8]=2[CH:7]=[CH:6][CH:5]=1)[CH3:2]. (2) Given the reactants [CH2:1]([C:3]1[CH:8]=[CH:7][CH:6]=[C:5]([CH2:9][CH3:10])[C:4]=1[N:11]=[C:12]=[O:13])[CH3:2].ClC1C=CC=C(C)C=1N=C=O.[NH2:25][C:26]1[CH:34]=[C:33]([Cl:35])[CH:32]=[CH:31][C:27]=1[C:28]([OH:30])=O.NC1C(C(O)=O)=CC2C(C=1)=CC=CC=2.[CH:50]1[CH:55]=[C:54]([CH2:56][C@H:57]([NH:61]C(OCC2C3C(=CC=CC=3)C3C2=CC=CC=3)=O)[C:58]([OH:60])=[O:59])[C:53]([F:79])=[CH:52][CH:51]=1.C1CCC([C@H](NC(OCC2C3C(=CC=CC=3)C3C2=CC=CC=3)=O)C(O)=O)CC1, predict the reaction product. The product is: [Cl:35][C:33]1[CH:32]=[CH:31][C:27]([C:28]([NH:61][C@@H:57]([C:58]([OH:60])=[O:59])[CH2:56][C:54]2[CH:55]=[CH:50][CH:51]=[CH:52][C:53]=2[F:79])=[O:30])=[C:26]([NH:25][C:12]([NH:11][C:4]2[C:5]([CH2:9][CH3:10])=[CH:6][CH:7]=[CH:8][C:3]=2[CH2:1][CH3:2])=[O:13])[CH:34]=1. (3) Given the reactants Br[C:2]1[C:3]([C@@H:14]([NH:24][C:25](=[O:31])OC(C)(C)C)CC2C=C(F)C=C(F)C=2)=[N:4]C(N2CC(O)(C)C2)=CC=1.Cl[C:33]1[N:38]=[C:37]([C@@H:39]([NH:49][C:50](=[O:67])[CH2:51][N:52]2[C:56]3[C:57]([F:62])([F:61])[C@@H:58]4[CH2:60][C@@H:59]4[C:55]=3[C:54]([C:63]([F:66])([F:65])[F:64])=[N:53]2)[CH2:40][C:41]2[CH:46]=[C:45]([F:47])[CH:44]=[C:43]([F:48])[CH:42]=2)[C:36]([C:68]2[CH:69]=[CH:70][CH:71]=[C:72]3[C:76]=2[N:75]([CH3:77])[N:74]=[C:73]3[NH:78][S:79]([CH3:82])(=[O:81])=[O:80])=[CH:35][CH:34]=1.BrC1C([C@@H](NC(=O)OC(C)(C)C)CC2C=C(F)C=C(F)C=2)=NC(Br)=CC=1, predict the reaction product. The product is: [NH2:4][CH:3]1[CH2:14][N:24]([C:33]2[N:38]=[C:37]([C@@H:39]([NH:49][C:50](=[O:67])[CH2:51][N:52]3[C:56]4[C:57]([F:62])([F:61])[C@@H:58]5[CH2:60][C@@H:59]5[C:55]=4[C:54]([C:63]([F:66])([F:65])[F:64])=[N:53]3)[CH2:40][C:41]3[CH:46]=[C:45]([F:47])[CH:44]=[C:43]([F:48])[CH:42]=3)[C:36]([C:68]3[CH:69]=[CH:70][CH:71]=[C:72]4[C:76]=3[N:75]([CH3:77])[N:74]=[C:73]4[NH:78][S:79]([CH3:82])(=[O:81])=[O:80])=[CH:35][CH:34]=2)[C:25](=[O:31])[CH2:2]1. (4) Given the reactants [C:1]([C:5]1[CH:10]=[CH:9][C:8]([C:11]2[CH:16]=[CH:15][C:14]([NH:17][CH:18]([C:23]3[CH:31]=[CH:30][C:26]([C:27](O)=[O:28])=[CH:25][CH:24]=3)[CH2:19][CH:20]([CH3:22])[CH3:21])=[CH:13][CH:12]=2)=[CH:7][CH:6]=1)([CH3:4])([CH3:3])[CH3:2].C(N(CC)CC)C.[CH3:39][O:40][C:41](=[O:45])[CH2:42][CH2:43][NH2:44].CCN=C=NCCCN(C)C, predict the reaction product. The product is: [CH3:39][O:40][C:41](=[O:45])[CH2:42][CH2:43][NH:44][C:27](=[O:28])[C:26]1[CH:25]=[CH:24][C:23]([CH:18]([NH:17][C:14]2[CH:15]=[CH:16][C:11]([C:8]3[CH:7]=[CH:6][C:5]([C:1]([CH3:2])([CH3:4])[CH3:3])=[CH:10][CH:9]=3)=[CH:12][CH:13]=2)[CH2:19][CH:20]([CH3:22])[CH3:21])=[CH:31][CH:30]=1.